From a dataset of Full USPTO retrosynthesis dataset with 1.9M reactions from patents (1976-2016). Predict the reactants needed to synthesize the given product. Given the product [I:12][C:13]1[CH:14]=[C:15]([NH:16][C:3](=[O:5])[CH2:2][C:1]([NH:16][C:15]2[CH:17]=[CH:18][C:19]([CH3:20])=[C:13]([I:12])[CH:14]=2)=[O:9])[CH:17]=[CH:18][C:19]=1[CH3:20], predict the reactants needed to synthesize it. The reactants are: [C:1]([O:9]CC)(=O)[CH2:2][C:3]([O:5]CC)=O.[I:12][C:13]1[CH:14]=[C:15]([CH:17]=[CH:18][C:19]=1[CH3:20])[NH2:16].